From a dataset of Reaction yield outcomes from USPTO patents with 853,638 reactions. Predict the reaction yield, written as a fraction of the theoretical maximum amount of product (1.0 means a 100% yield; for example, 0.34 means a 34% yield). (1) The reactants are [CH:1]([NH:4][C:5]([C@@H:7]1[CH2:12][CH2:11][C@H:10]([N:13]2[C:21]3[CH:20]=[C:19]([O:22][CH2:23][CH2:24][N:25]4[CH2:30][CH2:29][CH2:28][CH2:27][CH2:26]4)[N:18]=[CH:17][C:16]=3[NH:15]/[C:14]/2=[N:31]\C(C2C=CC3C=CSC=3C=2)=O)[CH2:9][CH2:8]1)=[O:6])([CH3:3])[CH3:2].[C:43]([C:46]1[CH:54]=[CH:53][C:49]([C:50](O)=[O:51])=[CH:48][CH:47]=1)(=[O:45])[NH2:44]. No catalyst specified. The product is [CH:1]([NH:4][C:5]([C@@H:7]1[CH2:8][CH2:9][C@H:10]([N:13]2[C:21]3[CH:20]=[C:19]([O:22][CH2:23][CH2:24][N:25]4[CH2:30][CH2:29][CH2:28][CH2:27][CH2:26]4)[N:18]=[CH:17][C:16]=3[NH:15]/[C:14]/2=[N:31]\[C:50](=[O:51])[C:49]2[CH:53]=[CH:54][C:46]([C:43]([NH2:44])=[O:45])=[CH:47][CH:48]=2)[CH2:11][CH2:12]1)=[O:6])([CH3:3])[CH3:2]. The yield is 0.119. (2) The reactants are [Cl:1][C:2]1[CH:3]=[C:4]([CH:6]=[CH:7][C:8]=1[O:9][C:10]1[C:19]2[C:14](=[CH:15][C:16]([O:22][CH3:23])=[C:17]([O:20][CH3:21])[CH:18]=2)[N:13]=[CH:12][CH:11]=1)[NH2:5].C(N(CC)CC)C.ClC(Cl)(O[C:35](=[O:41])OC(Cl)(Cl)Cl)Cl.[CH2:43]([N:45]([CH2:49][CH3:50])[CH2:46][CH2:47][NH2:48])[CH3:44]. The catalyst is C(Cl)(Cl)Cl.O. The product is [Cl:1][C:2]1[CH:3]=[C:4]([NH:5][C:35]([NH:48][CH2:47][CH2:46][N:45]([CH2:49][CH3:50])[CH2:43][CH3:44])=[O:41])[CH:6]=[CH:7][C:8]=1[O:9][C:10]1[C:19]2[C:14](=[CH:15][C:16]([O:22][CH3:23])=[C:17]([O:20][CH3:21])[CH:18]=2)[N:13]=[CH:12][CH:11]=1. The yield is 0.410. (3) The reactants are [Br:1][C:2]1[C:7]2[O:8][CH:9]([C:19](OCC)=[O:20])[CH2:10][N:11]([C:12]([O:14][C:15]([CH3:18])([CH3:17])[CH3:16])=[O:13])[C:6]=2[CH:5]=[CH:4][CH:3]=1.[BH4-].[Li+].O. The catalyst is O1CCCC1. The product is [Br:1][C:2]1[C:7]2[O:8][CH:9]([CH2:19][OH:20])[CH2:10][N:11]([C:12]([O:14][C:15]([CH3:16])([CH3:17])[CH3:18])=[O:13])[C:6]=2[CH:5]=[CH:4][CH:3]=1. The yield is 0.910. (4) The reactants are [N+:1]([C:4]1[CH:5]=[C:6](C(O)=O)[NH:7][N:8]=1)([O-:3])=[O:2].C([N:14]([CH2:17]C)CC)C.C1(P(N=[N+]=[N-])(C2C=CC=CC=2)=[O:26])C=CC=CC=1.[C:36]([OH:40])([CH3:39])([CH3:38])[CH3:37]. The catalyst is CCOC(C)=O. The product is [C:36]([O:40][C:17](=[O:26])[NH:14][C:6]1[NH:7][N:8]=[C:4]([N+:1]([O-:3])=[O:2])[CH:5]=1)([CH3:39])([CH3:38])[CH3:37]. The yield is 0.660. (5) The reactants are [F:1][C:2]([F:56])([F:55])[CH2:3][C@H:4]([NH:37]C(=O)OCC1C2C=CC=CC=2C2C1=CC=CC=2)[C:5]([NH:7][C@@:8]([C:23]1[CH:28]=[C:27]([O:29][C:30]([F:35])([F:34])[CH:31]([F:33])[F:32])[CH:26]=[C:25]([F:36])[CH:24]=1)([C:16]1[CH:21]=[CH:20][C:19]([F:22])=[CH:18][CH:17]=1)[CH2:9][C:10]1[CH:15]=[CH:14][CH:13]=[CH:12][CH:11]=1)=[O:6].N1CCCCC1. The catalyst is C(Cl)Cl. The product is [NH2:37][C@@H:4]([CH2:3][C:2]([F:55])([F:56])[F:1])[C:5]([NH:7][C@@:8]([C:23]1[CH:28]=[C:27]([O:29][C:30]([F:35])([F:34])[CH:31]([F:33])[F:32])[CH:26]=[C:25]([F:36])[CH:24]=1)([C:16]1[CH:17]=[CH:18][C:19]([F:22])=[CH:20][CH:21]=1)[CH2:9][C:10]1[CH:11]=[CH:12][CH:13]=[CH:14][CH:15]=1)=[O:6]. The yield is 0.820. (6) The reactants are [CH2:1]([O:8][C:5]1[C:6](OC)=[CH:7][C:2]([C:1]([OH:8])=O)=[CH:3][C:4]=1OC)[C:2]1[CH:7]=[CH:6][CH:5]=[CH:4][CH:3]=1.C(N1C=CN=C1)([N:24]1C=CN=C1)=O.[OH-].[NH4+].Cl. The catalyst is O1CCCC1.C(OCC)(=O)C. The product is [C:1]([NH2:24])(=[O:8])[C:2]1[CH:7]=[CH:6][CH:5]=[CH:4][CH:3]=1. The yield is 0.980.